From a dataset of Forward reaction prediction with 1.9M reactions from USPTO patents (1976-2016). Predict the product of the given reaction. (1) Given the reactants [CH3:1][C:2]1[O:6][N:5]=[C:4]([C:7]2[CH:12]=[CH:11][CH:10]=[CH:9][CH:8]=2)[C:3]=1[C:13]1[N:14]=[C:15]2[CH:20]=[C:19]([C:21]([OH:23])=O)[CH:18]=[CH:17][N:16]2[CH:24]=1.[NH2:25][CH2:26][C:27]1[CH:28]=[N:29][CH:30]=[CH:31][CH:32]=1, predict the reaction product. The product is: [N:29]1[CH:30]=[CH:31][CH:32]=[C:27]([CH2:26][NH:25][C:21]([C:19]2[CH:18]=[CH:17][N:16]3[CH:24]=[C:13]([C:3]4[C:4]([C:7]5[CH:12]=[CH:11][CH:10]=[CH:9][CH:8]=5)=[N:5][O:6][C:2]=4[CH3:1])[N:14]=[C:15]3[CH:20]=2)=[O:23])[CH:28]=1. (2) Given the reactants [OH:1][CH2:2][C:3]1[S:11][C:10]2[CH2:9][CH2:8][N:7]([C:12]([O:14][C:15]([CH3:18])([CH3:17])[CH3:16])=[O:13])[CH2:6][C:5]=2[CH:4]=1.C(=O)([O-])O.[Na+].CC1(C)N([O])C(C)(C)CCC1.[O-]Cl.[Na+], predict the reaction product. The product is: [CH:2]([C:3]1[S:11][C:10]2[CH2:9][CH2:8][N:7]([C:12]([O:14][C:15]([CH3:18])([CH3:17])[CH3:16])=[O:13])[CH2:6][C:5]=2[CH:4]=1)=[O:1]. (3) Given the reactants C([O:8][C:9]1[CH:14]=[CH:13][CH:12]=[CH:11][C:10]=1[C:15]([NH:18][C:19]1[C:20](=[O:38])[N:21]([C:25]2[CH:26]=[C:27]([CH:34]=[CH:35][C:36]=2[Cl:37])[C:28]([NH:30][CH:31]2[CH2:33][CH2:32]2)=[O:29])[CH:22]=[CH:23][N:24]=1)([CH3:17])[CH3:16])C1C=CC=CC=1.B(Br)(Br)Br.[CH2:43](Cl)Cl, predict the reaction product. The product is: [CH:31]([NH:30][C:28](=[O:29])[C:27]1[CH:34]=[CH:35][C:36]([Cl:37])=[C:25]([N:21]2[CH:22]=[CH:23][N:24]=[C:19]([NH:18][C:15]([C:10]3[CH:11]=[CH:12][CH:13]=[CH:14][C:9]=3[OH:8])([CH3:17])[CH3:16])[C:20]2=[O:38])[CH:26]=1)([CH2:33][CH3:32])[CH3:43]. (4) Given the reactants Cl[C:2]1[CH:7]=[CH:6][N:5]=[CH:4][C:3]=1[N+:8]([O-:10])=[O:9].[CH3:11][C@@H:12]1[CH2:17][NH:16][CH2:15][C@H:14]2[NH:18][C:19](=[O:21])[O:20][C@@H:13]12.N1CCCCC1.[C:28](O[C:28]([O:30][C:31]([CH3:34])([CH3:33])[CH3:32])=[O:29])([O:30][C:31]([CH3:34])([CH3:33])[CH3:32])=[O:29].CN(C1C=CC=CN=1)C, predict the reaction product. The product is: [CH3:11][C@@H:12]1[CH2:17][N:16]([C:2]2[CH:7]=[CH:6][N:5]=[CH:4][C:3]=2[N+:8]([O-:10])=[O:9])[CH2:15][C@H:14]2[N:18]([C:28]([O:30][C:31]([CH3:34])([CH3:33])[CH3:32])=[O:29])[C:19](=[O:21])[O:20][C@@H:13]12. (5) Given the reactants [CH3:1][C:2]1[CH:7]=[CH:6][C:5]([S:8]([OH:10])=[O:9])=[CH:4][CH:3]=1.[CH2:11]([O:18][C:19]1[CH:26]=[CH:25][C:22]([CH:23]=O)=[CH:21][CH:20]=1)[C:12]1[CH:17]=[CH:16][CH:15]=[CH:14][CH:13]=1.[CH:27]([NH2:29])=[O:28], predict the reaction product. The product is: [CH2:11]([O:18][C:19]1[CH:26]=[CH:25][C:22]([CH:23]([S:8]([C:5]2[CH:6]=[CH:7][C:2]([CH3:1])=[CH:3][CH:4]=2)(=[O:10])=[O:9])[NH:29][CH:27]=[O:28])=[CH:21][CH:20]=1)[C:12]1[CH:17]=[CH:16][CH:15]=[CH:14][CH:13]=1. (6) Given the reactants C(O[C:4](=[O:13])[C:5]1[CH:10]=[CH:9][N:8]=[C:7]([C:11]#[N:12])[CH:6]=1)C.[C:14]([O:17][C:18]([CH3:21])([CH3:20])[CH3:19])(=[O:16])[CH3:15].[Li], predict the reaction product. The product is: [C:18]([O:17][C:14](=[O:16])[CH2:15][C:4]([C:5]1[CH:10]=[CH:9][N:8]=[C:7]([C:11]#[N:12])[CH:6]=1)=[O:13])([CH3:21])([CH3:20])[CH3:19]. (7) Given the reactants [F:1][C:2]1[CH:3]=[C:4](B(O)O)[CH:5]=[C:6]([F:8])[CH:7]=1.Br[C:13]1[CH:25]=[CH:24][C:16]([C:17]([O:19][C:20]([CH3:23])([CH3:22])[CH3:21])=[O:18])=[CH:15][N:14]=1, predict the reaction product. The product is: [F:1][C:2]1[CH:3]=[C:4]([C:13]2[CH:25]=[CH:24][C:16]([C:17]([O:19][C:20]([CH3:21])([CH3:22])[CH3:23])=[O:18])=[CH:15][N:14]=2)[CH:5]=[C:6]([F:8])[CH:7]=1. (8) Given the reactants [C:1]([O:5][C:6]([N:8]1[CH2:13][CH2:12][N:11]([CH:14]([C:16]2[CH:17]=[C:18](B(O)O)[C:19]([F:22])=[N:20][CH:21]=2)[CH3:15])[C@H:10]([CH3:26])[CH2:9]1)=[O:7])([CH3:4])([CH3:3])[CH3:2].Cl[C:28]1[N:33]=[C:32]([CH3:34])[N:31]=[C:30]([N:35]([CH2:45][C:46]2[CH:51]=[CH:50][C:49]([O:52][CH3:53])=[CH:48][CH:47]=2)[CH2:36][C:37]2[CH:42]=[CH:41][C:40]([O:43][CH3:44])=[CH:39][CH:38]=2)[N:29]=1.O1CCOCC1.C([O-])(=O)C.[K+].O.CC(N)CC1C=CC=CC=1.OP(O)(O)=O, predict the reaction product. The product is: [CH3:53][O:52][C:49]1[CH:48]=[CH:47][C:46]([CH2:45][N:35]([CH2:36][C:37]2[CH:38]=[CH:39][C:40]([O:43][CH3:44])=[CH:41][CH:42]=2)[C:30]2[N:31]=[C:32]([CH3:34])[N:33]=[C:28]([C:18]3[CH:17]=[C:16]([CH:14]([N:11]4[CH2:12][CH2:13][N:8]([C:6]([O:5][C:1]([CH3:4])([CH3:3])[CH3:2])=[O:7])[CH2:9][C@H:10]4[CH3:26])[CH3:15])[CH:21]=[N:20][C:19]=3[F:22])[N:29]=2)=[CH:51][CH:50]=1. (9) Given the reactants [ClH:1].[CH:2]1([C:5]#[N:6])[CH2:4][CH2:3]1.[CH2:7]([O:9]CC)[CH3:8], predict the reaction product. The product is: [ClH:1].[CH2:7]([O:9][C:5]([CH:2]1[CH2:4][CH2:3]1)=[NH:6])[CH3:8].